The task is: Regression/Classification. Given a drug SMILES string, predict its absorption, distribution, metabolism, or excretion properties. Task type varies by dataset: regression for continuous measurements (e.g., permeability, clearance, half-life) or binary classification for categorical outcomes (e.g., BBB penetration, CYP inhibition). Dataset: cyp2c19_veith.. This data is from CYP2C19 inhibition data for predicting drug metabolism from PubChem BioAssay. (1) The molecule is COc1ncc2nc(CCc3ccccc3)c(=O)n(-c3ccccc3)c2n1. The result is 1 (inhibitor). (2) The compound is COC(=O)[C@@]1(Cc2ccc(OC)cc2)[C@H]2c3cc(C(=O)N(C)C)n(Cc4ccc(OC(F)(F)F)cc4)c3C[C@H]2CN1C(=O)c1ccccc1. The result is 1 (inhibitor). (3) The drug is O=S(=O)(c1ccc(Cl)cc1)c1cnc(-c2cccnc2)nc1-c1ccccc1. The result is 1 (inhibitor).